Dataset: Full USPTO retrosynthesis dataset with 1.9M reactions from patents (1976-2016). Task: Predict the reactants needed to synthesize the given product. (1) The reactants are: C([O:4][C@H:5]1[CH2:22][CH2:21][C@@:20]2([CH3:23])[C@@H:7]([CH2:8][CH2:9][C@:10]3([CH3:47])[C@@H:19]2[CH2:18][CH2:17][C@H:16]2[C@@:11]3([CH3:46])[CH2:12][CH2:13][C@@:14]3([C:30](=[O:45])[NH:31][C@@H:32]4[CH2:36][CH2:35][C@H:34]([CH2:37][N:38]5[CH2:43][CH2:42][CH2:41][CH:40]([CH3:44])[CH2:39]5)[CH2:33]4)[CH2:26][CH2:25][C@@H:24]([C:27]([CH3:29])=[CH2:28])[C@@H:15]32)[C:6]1([CH3:49])[CH3:48])(=O)C.[OH-].[Na+]. Given the product [OH:4][C@H:5]1[CH2:22][CH2:21][C@@:20]2([CH3:23])[C@@H:7]([CH2:8][CH2:9][C@:10]3([CH3:47])[C@@H:19]2[CH2:18][CH2:17][C@H:16]2[C@@:11]3([CH3:46])[CH2:12][CH2:13][C@@:14]3([C:30]([NH:31][C@@H:32]4[CH2:36][CH2:35][C@H:34]([CH2:37][N:38]5[CH2:43][CH2:42][CH2:41][CH:40]([CH3:44])[CH2:39]5)[CH2:33]4)=[O:45])[CH2:26][CH2:25][C@@H:24]([C:27]([CH3:29])=[CH2:28])[C@@H:15]32)[C:6]1([CH3:48])[CH3:49], predict the reactants needed to synthesize it. (2) Given the product [I:10][C:8]1[CH:9]=[C:5]([C:3]([O:20][CH2:13][C:14]2[CH:19]=[CH:18][CH:17]=[CH:16][CH:15]=2)=[O:4])[NH:6][CH:7]=1, predict the reactants needed to synthesize it. The reactants are: ClC(Cl)(Cl)[C:3]([C:5]1[NH:6][CH:7]=[C:8]([I:10])[CH:9]=1)=[O:4].[CH2:13]([OH:20])[C:14]1[CH:19]=[CH:18][CH:17]=[CH:16][CH:15]=1.C(N(CC)CC)C. (3) Given the product [CH2:62]([O:64][C:65](=[O:82])[CH2:66][C:67]1[CH:72]=[CH:71][C:70]([O:73][CH:74]2[CH2:79][CH2:78][N:77]([C:21](=[O:23])[C:20]([C:10]3[C:11]4[C:16](=[CH:15][C:14]([N+:17]([O-:19])=[O:18])=[CH:13][CH:12]=4)[N:8]([CH2:1][C:2]4[CH:7]=[CH:6][CH:5]=[CH:4][CH:3]=4)[CH:9]=3)([O:28][CH2:29][O:30][CH3:31])[C:24]([F:26])([F:25])[F:27])[CH2:76][CH2:75]2)=[C:69]([O:80][CH3:81])[CH:68]=1)[CH3:63], predict the reactants needed to synthesize it. The reactants are: [CH2:1]([N:8]1[C:16]2[C:11](=[CH:12][CH:13]=[C:14]([N+:17]([O-:19])=[O:18])[CH:15]=2)[C:10]([C:20]([O:28][CH2:29][O:30][CH3:31])([C:24]([F:27])([F:26])[F:25])[C:21]([OH:23])=O)=[CH:9]1)[C:2]1[CH:7]=[CH:6][CH:5]=[CH:4][CH:3]=1.CN(C(ON1N=NC2C=CC=CC1=2)=[N+](C)C)C.[B-](F)(F)(F)F.C(N(CC)CC)C.Cl.[CH2:62]([O:64][C:65](=[O:82])[CH2:66][C:67]1[CH:72]=[CH:71][C:70]([O:73][CH:74]2[CH2:79][CH2:78][NH:77][CH2:76][CH2:75]2)=[C:69]([O:80][CH3:81])[CH:68]=1)[CH3:63]. (4) Given the product [CH:12]([P:4]([CH:1]([CH3:3])[CH3:2])([C:5]1[CH:6]=[CH:7][C:8]([CH3:11])=[CH:9][CH:10]=1)=[O:15])([CH3:14])[CH3:13], predict the reactants needed to synthesize it. The reactants are: [CH:1]([P:4]([CH:12]([CH3:14])[CH3:13])[C:5]1[CH:10]=[CH:9][C:8]([CH3:11])=[CH:7][CH:6]=1)([CH3:3])[CH3:2].[OH:15]O. (5) The reactants are: [CH3:1][C:2]1[C:6]([CH2:7][N:8]2[CH:12]=[C:11]([N:13]3[C:17](=O)[NH:16][NH:15][C:14]3=[O:19])[CH:10]=[N:9]2)=[C:5]([CH3:20])[O:4][N:3]=1.CI.[C:23](=[O:26])([O-])[O-].[Cs+].[Cs+].[C:29](#N)C.CN(C=O)C. Given the product [CH3:1][C:2]1[C:6]([CH2:7][N:8]2[CH:12]=[C:11]([N:13]3[C:14](=[O:19])[N:15]([CH3:29])[N:16]([CH3:17])[C:23]3=[O:26])[CH:10]=[N:9]2)=[C:5]([CH3:20])[O:4][N:3]=1, predict the reactants needed to synthesize it.